This data is from Full USPTO retrosynthesis dataset with 1.9M reactions from patents (1976-2016). The task is: Predict the reactants needed to synthesize the given product. Given the product [C:31]([O:30][C:28]([N:19]([CH2:18][C:15]1[CH:14]=[CH:13][C:12]([O:11][C:8]2[CH:9]=[CH:10][C:5]([C:4]([OH:35])=[O:3])=[CH:6][N:7]=2)=[CH:17][CH:16]=1)[CH2:20][CH2:21][C:22]1[CH:23]=[CH:24][CH:25]=[CH:26][CH:27]=1)=[O:29])([CH3:34])([CH3:32])[CH3:33], predict the reactants needed to synthesize it. The reactants are: C([O:3][C:4](=[O:35])[C:5]1[CH:10]=[CH:9][C:8]([O:11][C:12]2[CH:17]=[CH:16][C:15]([CH2:18][N:19]([C:28]([O:30][C:31]([CH3:34])([CH3:33])[CH3:32])=[O:29])[CH2:20][CH2:21][C:22]3[CH:27]=[CH:26][CH:25]=[CH:24][CH:23]=3)=[CH:14][CH:13]=2)=[N:7][CH:6]=1)C.CO.[OH-].[Na+].